This data is from Peptide-MHC class I binding affinity with 185,985 pairs from IEDB/IMGT. The task is: Regression. Given a peptide amino acid sequence and an MHC pseudo amino acid sequence, predict their binding affinity value. This is MHC class I binding data. (1) The peptide sequence is SLLERGQQLGV. The MHC is HLA-B37:01 with pseudo-sequence HLA-B37:01. The binding affinity (normalized) is 0.0847. (2) The peptide sequence is FLNRFTTTL. The MHC is HLA-A02:03 with pseudo-sequence HLA-A02:03. The binding affinity (normalized) is 0.999. (3) The peptide sequence is RMTSLKNEL. The MHC is HLA-A30:02 with pseudo-sequence HLA-A30:02. The binding affinity (normalized) is 0.756.